The task is: Binary Classification. Given a drug SMILES string, predict its activity (active/inactive) in a high-throughput screening assay against a specified biological target.. This data is from HIV replication inhibition screening data with 41,000+ compounds from the AIDS Antiviral Screen. (1) The molecule is CCOP(=O)(OCC)C(C#N)=Cc1coc2cc(C)cc(C)c2c1=O. The result is 0 (inactive). (2) The drug is CCC(C)C(CC)(C(=O)O)C(=O)O. The result is 0 (inactive).